This data is from Full USPTO retrosynthesis dataset with 1.9M reactions from patents (1976-2016). The task is: Predict the reactants needed to synthesize the given product. (1) Given the product [Br:33][CH2:34][CH2:29][CH2:28][NH:27][C:25](=[O:26])[O:11][CH2:10][C@@H:9]([N:8]([CH2:1][C:2]1[CH:3]=[CH:4][CH:5]=[CH:6][CH:7]=1)[CH2:13][C:14]1[CH:15]=[CH:16][CH:17]=[CH:18][CH:19]=1)[CH3:12], predict the reactants needed to synthesize it. The reactants are: [CH2:1]([N:8]([CH2:13][C:14]1[CH:19]=[CH:18][CH:17]=[CH:16][CH:15]=1)[C@@H:9]([CH3:12])[CH2:10][OH:11])[C:2]1[CH:7]=[CH:6][CH:5]=[CH:4][CH:3]=1.C1N=CN([C:25]([N:27]2C=N[CH:29]=[CH:28]2)=[O:26])C=1.Br.[Br:33][CH2:34]CCN.C(N(CC)CC)C. (2) Given the product [O:30]=[S:2]1(=[O:1])[CH2:7][CH2:6][N:5]([C:8]([C:10]2[N:11]([C:36]3[CH:37]=[CH:38][C:33]([C:32]([F:43])([F:42])[F:31])=[CH:34][CH:35]=3)[C:12]3[C:17]([CH:18]=2)=[CH:16][C:15]([C:19]([N:21]2[CH2:22][CH2:23][N:24]([CH:27]([CH3:28])[CH3:29])[CH2:25][CH2:26]2)=[O:20])=[CH:14][CH:13]=3)=[O:9])[CH2:4][CH2:3]1, predict the reactants needed to synthesize it. The reactants are: [O:1]=[S:2]1(=[O:30])[CH2:7][CH2:6][N:5]([C:8]([C:10]2[NH:11][C:12]3[C:17]([CH:18]=2)=[CH:16][C:15]([C:19]([N:21]2[CH2:26][CH2:25][N:24]([CH:27]([CH3:29])[CH3:28])[CH2:23][CH2:22]2)=[O:20])=[CH:14][CH:13]=3)=[O:9])[CH2:4][CH2:3]1.[F:31][C:32]([F:43])([F:42])[C:33]1[CH:38]=[CH:37][C:36](B(O)O)=[CH:35][CH:34]=1.N1C=CC=CC=1. (3) Given the product [CH2:13]([N:15]([CH:16]1[CH2:21][CH2:20][CH:19]([OH:22])[CH2:18][CH2:17]1)[C:1]([NH:43][C:38]1[CH:39]=[C:40]2[C:35](=[CH:36][CH:37]=1)[N:34]=[C:33]([NH:32][C@H:23]1[C:31]3[C:26](=[CH:27][CH:28]=[CH:29][CH:30]=3)[CH2:25][CH2:24]1)[CH:42]=[CH:41]2)=[O:12])[CH3:14], predict the reactants needed to synthesize it. The reactants are: [C:1](=[O:12])(OC(Cl)(Cl)Cl)OC(Cl)(Cl)Cl.[CH2:13]([NH:15][CH:16]1[CH2:21][CH2:20][CH:19]([OH:22])[CH2:18][CH2:17]1)[CH3:14].[C@H:23]1([NH:32][C:33]2[CH:42]=[CH:41][C:40]3[C:35](=[CH:36][CH:37]=[C:38]([NH2:43])[CH:39]=3)[N:34]=2)[C:31]2[C:26](=[CH:27][CH:28]=[CH:29][CH:30]=2)[CH2:25][CH2:24]1.